Dataset: Catalyst prediction with 721,799 reactions and 888 catalyst types from USPTO. Task: Predict which catalyst facilitates the given reaction. Reactant: [Br-].[CH3:2][C:3]1[C:16]2[NH2+:15][C:14]3[C:9](=[CH:10][C:11]([Br:17])=[CH:12][CH:13]=3)[S:8][C:7]=2[CH:6]=[C:5](Br)[CH:4]=1.[CH3:19][N:20]1[CH2:25][CH2:24][NH:23][CH2:22][CH2:21]1. Product: [Br-:17].[CH3:19][N:20]1[CH2:25][CH2:24][N:23]([C:5]2[CH:4]=[C:3]([CH3:2])[C:16]3[C:7]([CH:6]=2)=[S+:8][C:9]2[C:14](=[CH:13][CH:12]=[C:11]([N:23]4[CH2:24][CH2:25][N:20]([CH3:19])[CH2:21][CH2:22]4)[CH:10]=2)[N:15]=3)[CH2:22][CH2:21]1. The catalyst class is: 22.